This data is from Catalyst prediction with 721,799 reactions and 888 catalyst types from USPTO. The task is: Predict which catalyst facilitates the given reaction. (1) Reactant: Cl.[F:2][C:3]1[CH:8]=[CH:7][C:6]([CH:9]2[CH2:14][CH2:13][NH:12][CH2:11][CH2:10]2)=[CH:5][CH:4]=1.Br[CH2:16][CH2:17][CH2:18][C:19]1[CH:29]=[CH:28][CH:27]=[C:21]2[C:22]([NH:24][C:25](=[O:26])[C:20]=12)=[O:23].C(=O)([O-])[O-].[K+].[K+]. Product: [F:2][C:3]1[CH:8]=[CH:7][C:6]([CH:9]2[CH2:10][CH2:11][N:12]([CH2:16][CH2:17][CH2:18][C:19]3[CH:29]=[CH:28][CH:27]=[C:21]4[C:22]([NH:24][C:25](=[O:26])[C:20]=34)=[O:23])[CH2:13][CH2:14]2)=[CH:5][CH:4]=1. The catalyst class is: 3. (2) Reactant: [N:1]1[CH:6]=[CH:5][CH:4]=[C:3]([C:7]2[C:16]3[CH2:15][CH2:14][CH2:13][CH2:12][C:11]=3[N:10]=[C:9]([O:17][CH2:18][C:19]3[N:24]=[C:23]([CH2:25][OH:26])[CH:22]=[CH:21][CH:20]=3)[CH:8]=2)[CH:2]=1.[CH2:27]1COCC1.[H-].[Na+].CI. Product: [CH3:27][O:26][CH2:25][C:23]1[N:24]=[C:19]([CH2:18][O:17][C:9]2[CH:8]=[C:7]([C:3]3[CH:2]=[N:1][CH:6]=[CH:5][CH:4]=3)[C:16]3[CH2:15][CH2:14][CH2:13][CH2:12][C:11]=3[N:10]=2)[CH:20]=[CH:21][CH:22]=1. The catalyst class is: 84. (3) Reactant: C(N(CC)CC)C.[CH3:8][S:9](Cl)(=[O:11])=[O:10].[Cl:13][C:14]1[S:15][C:16]([Cl:31])=[CH:17][C:18]=1[CH:19]1[O:21][C:20]1([CH2:29][OH:30])[C:22]1[CH:27]=[CH:26][C:25]([F:28])=[CH:24][CH:23]=1.C(OCC)(=O)C. Product: [CH3:8][S:9]([O:30][CH2:29][C:20]1([C:22]2[CH:23]=[CH:24][C:25]([F:28])=[CH:26][CH:27]=2)[CH:19]([C:18]2[CH:17]=[C:16]([Cl:31])[S:15][C:14]=2[Cl:13])[O:21]1)(=[O:11])=[O:10]. The catalyst class is: 4. (4) Reactant: [CH3:1][CH:2]1[CH2:7][CH2:6][N:5]([C:8]2[CH:13]=[C:12]([CH:14]3[CH2:19][CH2:18][NH:17][CH2:16][CH2:15]3)[CH:11]=[CH:10][C:9]=2[NH:20][C:21]([C:23]2[NH:24][CH:25]=[C:26]([C:28]#[N:29])[CH:27]=2)=[O:22])[CH2:4][CH2:3]1.[F:30][C:31]([F:36])([F:35])[C:32](O)=O.FC(F)(F)COS(C(F)(F)F)(=O)=O.C([O-])([O-])=O.[Na+].[Na+]. Product: [CH3:1][CH:2]1[CH2:7][CH2:6][N:5]([C:8]2[CH:13]=[C:12]([CH:14]3[CH2:19][CH2:18][N:17]([CH2:32][C:31]([F:36])([F:35])[F:30])[CH2:16][CH2:15]3)[CH:11]=[CH:10][C:9]=2[NH:20][C:21]([C:23]2[NH:24][CH:25]=[C:26]([C:28]#[N:29])[CH:27]=2)=[O:22])[CH2:4][CH2:3]1. The catalyst class is: 31. (5) Reactant: [CH:1]1([C:4]2[CH:5]=[C:6]([C:16]([OH:18])=O)[C:7]3[CH:12]=[N:11][N:10]([CH:13]([CH3:15])[CH3:14])[C:8]=3[N:9]=2)[CH2:3][CH2:2]1.ON1C2N=CC=CC=2N=N1.[NH2:29][CH2:30][C:31]1[C:32](=[O:42])[NH:33][C:34]([CH3:41])=[CH:35][C:36]=1[C:37]([F:40])([F:39])[F:38].CN1CCOCC1.C(Cl)CCl. Product: [CH:1]1([C:4]2[CH:5]=[C:6]([C:16]([NH:29][CH2:30][C:31]3[C:32](=[O:42])[NH:33][C:34]([CH3:41])=[CH:35][C:36]=3[C:37]([F:38])([F:39])[F:40])=[O:18])[C:7]3[CH:12]=[N:11][N:10]([CH:13]([CH3:14])[CH3:15])[C:8]=3[N:9]=2)[CH2:2][CH2:3]1. The catalyst class is: 16.